Task: Predict the reactants needed to synthesize the given product.. Dataset: Full USPTO retrosynthesis dataset with 1.9M reactions from patents (1976-2016) (1) Given the product [ClH:35].[CH2:1]([O:3][C:4]([C@@H:6]1[C@@H:10]([C:11](=[O:27])[NH:12][C:13]2[CH:18]=[CH:17][C:16]([N:19]3[CH:24]=[CH:23][CH:22]=[CH:21][C:20]3=[O:25])=[CH:15][C:14]=2[F:26])[CH2:9][NH:8][CH2:7]1)=[O:5])[CH3:2], predict the reactants needed to synthesize it. The reactants are: [CH2:1]([O:3][C:4]([C@@H:6]1[C@@H:10]([C:11](=[O:27])[NH:12][C:13]2[CH:18]=[CH:17][C:16]([N:19]3[CH:24]=[CH:23][CH:22]=[CH:21][C:20]3=[O:25])=[CH:15][C:14]=2[F:26])[CH2:9][N:8](C(OC(C)(C)C)=O)[CH2:7]1)=[O:5])[CH3:2].[ClH:35]. (2) Given the product [ClH:1].[Cl:1][C:2]1[C:7]([Cl:8])=[CH:6][CH:5]=[CH:4][C:3]=1[S:9]([N:12]([CH2:14][CH2:15][N:16]1[CH2:20][CH2:19][N:18]([CH2:21][CH2:22][C:23]2[CH:24]=[CH:25][C:26]([C:29]3[NH:34][CH2:33][CH2:32][N:30]=3)=[CH:27][CH:28]=2)[C:17]1=[O:31])[CH3:13])(=[O:10])=[O:11], predict the reactants needed to synthesize it. The reactants are: [Cl:1][C:2]1[C:7]([Cl:8])=[CH:6][CH:5]=[CH:4][C:3]=1[S:9]([N:12]([CH2:14][CH2:15][N:16]1[CH2:20][CH2:19][N:18]([CH2:21][CH2:22][C:23]2[CH:28]=[CH:27][C:26]([C:29]#[N:30])=[CH:25][CH:24]=2)[C:17]1=[O:31])[CH3:13])(=[O:11])=[O:10].[CH2:32](N)[CH2:33][NH2:34].[S]. (3) Given the product [NH2:5][C:6]1[N:11]=[CH:10][C:9](/[CH:12]=[CH:13]/[C:14]([N:50]([CH2:51][C:29]2[CH:28]=[C:27]3[C:32](=[CH:31][CH:30]=2)[N:24]([CH2:17][C:18]2[CH:19]=[CH:20][CH:21]=[CH:22][CH:23]=2)[CH:25]=[CH:26]3)[CH3:47])=[O:16])=[CH:8][CH:7]=1, predict the reactants needed to synthesize it. The reactants are: C(Cl)CCl.[NH2:5][C:6]1[N:11]=[CH:10][C:9]([CH:12]=[CH:13][C:14]([OH:16])=O)=[CH:8][CH:7]=1.[CH2:17]([N:24]1[C:32]2[C:27](=[CH:28][CH:29]=[CH:30][CH:31]=2)[C:26](CNC)=[CH:25]1)[C:18]1[CH:23]=[CH:22][CH:21]=[CH:20][CH:19]=1.C1C=CC2N(O)N=NC=2C=1.O.[CH:47]([N:50](C(C)C)[CH2:51]C)(C)C.